The task is: Predict the product of the given reaction.. This data is from Forward reaction prediction with 1.9M reactions from USPTO patents (1976-2016). Given the reactants [Cl-].O[NH3+:3].[C:4](=[O:7])([O-])[OH:5].[Na+].CS(C)=O.[CH2:13]([C:17]1[N:22]2[N:23]=[CH:24][N:25]=[C:21]2[N:20]([CH:26]2[CH2:35][CH2:34][C:29]3([O:33][CH2:32][CH2:31][O:30]3)[CH2:28][CH2:27]2)[C:19](=[O:36])[C:18]=1[CH2:37][C:38]1[CH:43]=[CH:42][C:41]([C:44]2[C:45]([C:50]#[N:51])=[CH:46][CH:47]=[CH:48][CH:49]=2)=[CH:40][CH:39]=1)[CH2:14][CH2:15][CH3:16], predict the reaction product. The product is: [CH2:13]([C:17]1[N:22]2[N:23]=[CH:24][N:25]=[C:21]2[N:20]([CH:26]2[CH2:27][CH2:28][C:29]3([O:33][CH2:32][CH2:31][O:30]3)[CH2:34][CH2:35]2)[C:19](=[O:36])[C:18]=1[CH2:37][C:38]1[CH:39]=[CH:40][C:41]([C:44]2[CH:49]=[CH:48][CH:47]=[CH:46][C:45]=2[C:50]2[NH:3][C:4](=[O:7])[O:5][N:51]=2)=[CH:42][CH:43]=1)[CH2:14][CH2:15][CH3:16].